Task: Regression. Given two drug SMILES strings and cell line genomic features, predict the synergy score measuring deviation from expected non-interaction effect.. Dataset: NCI-60 drug combinations with 297,098 pairs across 59 cell lines Drug 1: CCC1=CC2CC(C3=C(CN(C2)C1)C4=CC=CC=C4N3)(C5=C(C=C6C(=C5)C78CCN9C7C(C=CC9)(C(C(C8N6C)(C(=O)OC)O)OC(=O)C)CC)OC)C(=O)OC.C(C(C(=O)O)O)(C(=O)O)O. Drug 2: CCCS(=O)(=O)NC1=C(C(=C(C=C1)F)C(=O)C2=CNC3=C2C=C(C=N3)C4=CC=C(C=C4)Cl)F. Cell line: UACC-257. Synergy scores: CSS=41.0, Synergy_ZIP=-6.61, Synergy_Bliss=-2.78, Synergy_Loewe=-1.37, Synergy_HSA=-0.595.